Dataset: Forward reaction prediction with 1.9M reactions from USPTO patents (1976-2016). Task: Predict the product of the given reaction. (1) Given the reactants Cl.Cl.[NH:3]1[CH2:8][CH2:7][NH:6][CH2:5][CH:4]1[C:9]([OH:11])=[O:10].[OH-].[Na+].[C:14](OC([O-])=O)([O:16][C:17]([CH3:20])([CH3:19])[CH3:18])=[O:15].Cl, predict the reaction product. The product is: [C:17]([O:16][C:14]([N:6]1[CH2:7][CH2:8][NH:3][CH:4]([C:9]([OH:11])=[O:10])[CH2:5]1)=[O:15])([CH3:20])([CH3:19])[CH3:18]. (2) Given the reactants C(O[C:6]([N:8]1[CH2:13][CH2:12][N:11]2[CH2:14][C@H:15]([CH2:18][NH:19][C:20]3[N:25]=[C:24]([NH2:26])[N:23]4[N:27]=[C:28]([C:30]5[O:31][CH:32]=[CH:33][CH:34]=5)[N:29]=[C:22]4[N:21]=3)[CH2:16][CH2:17][C@@H:10]2[CH2:9]1)=O)(C)(C)C.FC(F)(F)C(O)=O.ClC1[N:48]=[CH:47][CH:46]=[CH:45][N:44]=1.C([O-])([O-])=O.[Na+].[Na+], predict the reaction product. The product is: [O:31]1[CH:32]=[CH:33][CH:34]=[C:30]1[C:28]1[N:29]=[C:22]2[N:21]=[C:20]([NH:19][CH2:18][CH:15]3[CH2:14][N:11]4[CH2:12][CH2:13][N:8]([C:6]5[N:48]=[CH:47][CH:46]=[CH:45][N:44]=5)[CH2:9][CH:10]4[CH2:17][CH2:16]3)[N:25]=[C:24]([NH2:26])[N:23]2[N:27]=1. (3) Given the reactants [CH:1]1[C:10]2[C:5](=[CH:6][CH:7]=[CH:8][CH:9]=2)[CH:4]=[CH:3][C:2]=1[NH:11][C:12]([C:14]1[C:18]2[N:19]=[C:20](Cl)[N:21]=[CH:22][C:17]=2[S:16][CH:15]=1)=[O:13].[NH2:24][C@@H:25]1[CH2:30][CH2:29][O:28][CH2:27][C@@H:26]1[NH:31][C:32](=[O:38])[O:33][C:34]([CH3:37])([CH3:36])[CH3:35].C(N(C(C)C)CC)(C)C, predict the reaction product. The product is: [C:34]([O:33][C:32](=[O:38])[NH:31][C@@H:26]1[C@H:25]([NH:24][C:20]2[N:21]=[CH:22][C:17]3[S:16][CH:15]=[C:14]([C:12](=[O:13])[NH:11][C:2]4[CH:3]=[CH:4][C:5]5[C:10](=[CH:9][CH:8]=[CH:7][CH:6]=5)[CH:1]=4)[C:18]=3[N:19]=2)[CH2:30][CH2:29][O:28][CH2:27]1)([CH3:37])([CH3:35])[CH3:36]. (4) Given the reactants C([O:3][C:4]([C:6]1[CH:7]=[CH:8][C:9]([Cl:15])=[C:10]2[O:14][CH:13]=[CH:12][C:11]=12)=[O:5])C.[OH-].[Na+], predict the reaction product. The product is: [Cl:15][C:9]1[CH:8]=[CH:7][C:6]([C:4]([OH:5])=[O:3])=[C:11]2[C:10]=1[O:14][CH:13]=[CH:12]2. (5) Given the reactants [C:1](=[O:24])(OC1C=CC([N+]([O-])=O)=CC=1)[O:2][CH2:3][CH:4]1[CH2:9][CH2:8][N:7]([CH2:10][CH2:11][O:12][CH3:13])[CH2:6][CH2:5]1.CN1CCOCC1.ClC(OC1C=CC([N+]([O-])=O)=CC=1)=O.Cl.Cl.[CH3:47][C:48]1[CH:53]=[CH:52][C:51]([N:54]2[CH2:59][CH2:58][NH:57][CH2:56][CH2:55]2)=[CH:50][CH:49]=1.CCN(C(C)C)C(C)C, predict the reaction product. The product is: [CH3:47][C:48]1[CH:49]=[CH:50][C:51]([N:54]2[CH2:59][CH2:58][N:57]([C:1]([O:2][CH2:3][CH:4]3[CH2:5][CH2:6][N:7]([CH2:10][CH2:11][O:12][CH3:13])[CH2:8][CH2:9]3)=[O:24])[CH2:56][CH2:55]2)=[CH:52][CH:53]=1. (6) Given the reactants Cl.[CH3:2][O:3][C:4](=[O:16])[C@H:5]([CH2:7][C:8]1[CH:13]=[CH:12][C:11]([F:14])=[C:10]([Br:15])[CH:9]=1)[NH2:6].[Cl:17][C:18]1[CH:26]=[CH:25][C:21]([C:22](O)=[O:23])=[C:20]([NH:27][S:28]([C:31]2[C:32]3[N:33]=[CH:34][CH:35]=[N:36][C:37]=3[CH:38]=[CH:39][CH:40]=2)(=[O:30])=[O:29])[CH:19]=1, predict the reaction product. The product is: [CH3:2][O:3][C:4](=[O:16])[C@@H:5]([NH:6][C:22](=[O:23])[C:21]1[CH:25]=[CH:26][C:18]([Cl:17])=[CH:19][C:20]=1[NH:27][S:28]([C:31]1[C:32]2[N:33]=[CH:34][CH:35]=[N:36][C:37]=2[CH:38]=[CH:39][CH:40]=1)(=[O:30])=[O:29])[CH2:7][C:8]1[CH:13]=[CH:12][C:11]([F:14])=[C:10]([Br:15])[CH:9]=1. (7) Given the reactants [F:1][C:2]1[CH:7]=[CH:6][C:5]([C:8]2[N:9]=[C:10]([C:13]([CH3:18])([CH3:17])C(O)=O)[S:11][CH:12]=2)=[CH:4][CH:3]=1.[CH2:19]([N:21]([CH2:24]C)[CH2:22]C)C.Cl[C:27]([O:29][CH2:30][CH:31]([CH3:33])[CH3:32])=[O:28].[N-:34]=[N+]=[N-].[Na+].N12CCC(CC1)[C@H](O)C2, predict the reaction product. The product is: [F:1][C:2]1[CH:3]=[CH:4][C:5]([C:8]2[N:9]=[C:10]([C:13]([NH:34][C:27](=[O:28])[O:29][C@H:30]3[CH:31]4[CH2:33][CH2:24][N:21]([CH2:22][CH2:32]4)[CH2:19]3)([CH3:17])[CH3:18])[S:11][CH:12]=2)=[CH:6][CH:7]=1.